Task: Regression/Classification. Given a drug SMILES string, predict its absorption, distribution, metabolism, or excretion properties. Task type varies by dataset: regression for continuous measurements (e.g., permeability, clearance, half-life) or binary classification for categorical outcomes (e.g., BBB penetration, CYP inhibition). Dataset: hlm.. Dataset: Human liver microsome stability data (1) The drug is COCCOc1cc2ncnc(N3CCN(C(=O)Nc4ccc(OC(C)C)cc4)CC3)c2cc1OCCN1CCCCC1. The result is 0 (unstable in human liver microsomes). (2) The result is 0 (unstable in human liver microsomes). The compound is COc1ccc(-c2c(C)c(C(=O)Nc3cccc(C)n3)nn2C)cc1. (3) The molecule is Cc1cc(-n2cccn2)cc(C(=O)NNS(=O)(=O)c2ccccc2)c1F. The result is 0 (unstable in human liver microsomes). (4) The drug is O=C(NCCCN1CCCC1=O)c1cnc(NCc2cc(Cl)ccc2Cl)nc1NC1CCCC1. The result is 1 (stable in human liver microsomes).